Dataset: Reaction yield outcomes from USPTO patents with 853,638 reactions. Task: Predict the reaction yield, written as a fraction of the theoretical maximum amount of product (1.0 means a 100% yield; for example, 0.34 means a 34% yield). (1) The reactants are [NH2:1][C:2]1[CH:21]=[CH:20][C:5]([O:6][C:7]2[C:16]3[C:11](=[CH:12][C:13]([OH:19])=[C:14]([C:17]#[N:18])[CH:15]=3)[N:10]=[CH:9][CH:8]=2)=[CH:4][C:3]=1[Cl:22].CC1C=CC(S(O[CH2:34][C@H:35]2[CH2:37][O:36]2)(=O)=O)=CC=1. The yield is 0.168. The product is [NH2:1][C:2]1[CH:21]=[CH:20][C:5]([O:6][C:7]2[C:16]3[C:11](=[CH:12][C:13]([O:19][CH2:34][C@H:35]4[CH2:37][O:36]4)=[C:14]([C:17]#[N:18])[CH:15]=3)[N:10]=[CH:9][CH:8]=2)=[CH:4][C:3]=1[Cl:22]. No catalyst specified. (2) The reactants are Cl.[NH2:2][C:3]1[C:4]([C:21]2[O:25][C:24]([C:26]3[CH:31]=[CH:30][C:29]([C@H:32]([NH:37]S(C(C)(C)C)=O)[C:33]([F:36])([F:35])[F:34])=[CH:28][CH:27]=3)=[N:23][N:22]=2)=[N:5][C:6]([C:9]2[CH:14]=[CH:13][C:12]([S:15]([CH:18]([CH3:20])[CH3:19])(=[O:17])=[O:16])=[CH:11][CH:10]=2)=[CH:7][N:8]=1. The catalyst is CO. The product is [NH2:37][C@@H:32]([C:29]1[CH:30]=[CH:31][C:26]([C:24]2[O:25][C:21]([C:4]3[C:3]([NH2:2])=[N:8][CH:7]=[C:6]([C:9]4[CH:14]=[CH:13][C:12]([S:15]([CH:18]([CH3:19])[CH3:20])(=[O:17])=[O:16])=[CH:11][CH:10]=4)[N:5]=3)=[N:22][N:23]=2)=[CH:27][CH:28]=1)[C:33]([F:34])([F:35])[F:36]. The yield is 0.990. (3) The yield is 0.880. The catalyst is [Pd]. The product is [NH2:1][C:2]1[CH:7]=[CH:6][CH:5]=[CH:4][C:3]=1[NH:8][C:9](=[O:41])[C:10]1[CH:11]=[CH:12][C:13]([CH:16]([NH:17][C:18]([NH:20][C:21]2[CH:26]=[CH:25][CH:24]=[C:23]([OH:27])[CH:22]=2)=[O:19])[CH2:42][CH2:43][CH2:53][N:51]([CH3:52])[CH3:50])=[CH:14][CH:15]=1. The reactants are [NH2:1][C:2]1[CH:7]=[CH:6][CH:5]=[CH:4][C:3]=1[NH:8][C:9](=[O:41])[C:10]1[CH:15]=[CH:14][C:13]([CH2:16][N:17](CCCN(C)C)[C:18]([NH:20][C:21]2[CH:26]=[CH:25][CH:24]=[C:23]([O:27]CC3C=CC=CC=3)[CH:22]=2)=[O:19])=[CH:12][CH:11]=1.[C:42](OCC)(=O)[CH3:43].CO.[CH3:50][N:51]([CH:53]=O)[CH3:52]. (4) The reactants are C([O:3][C:4]([C:6]1[N:7]=[C:8]([CH2:15][C:16]2([C:21]3[CH:26]=[CH:25][CH:24]=[CH:23][CH:22]=3)[CH2:20][CH2:19][CH2:18][CH2:17]2)[N:9]([CH3:14])[C:10](=[O:13])[C:11]=1[OH:12])=O)C.[CH3:27][NH2:28]. No catalyst specified. The product is [CH3:27][NH:28][C:4]([C:6]1[N:7]=[C:8]([CH2:15][C:16]2([C:21]3[CH:26]=[CH:25][CH:24]=[CH:23][CH:22]=3)[CH2:20][CH2:19][CH2:18][CH2:17]2)[N:9]([CH3:14])[C:10](=[O:13])[C:11]=1[OH:12])=[O:3]. The yield is 0.240. (5) The reactants are [Cl:1][C:2]1[CH:3]=[C:4]([CH:41]=[CH:42][C:43]=1[C:44]#[N:45])[O:5][C@H:6]1[C:9]([CH3:11])([CH3:10])[C@H:8]([NH:12][C:13]([C:15]2[CH:38]=[CH:37][C:18]([O:19][CH2:20][CH2:21][CH2:22][CH2:23][CH2:24][O:25][CH2:26][CH2:27][CH2:28][NH:29]C(=O)OC(C)(C)C)=[CH:17][CH:16]=2)=[O:14])[C:7]1([CH3:40])[CH3:39].FC(F)(F)C(O)=O. The catalyst is C(Cl)Cl. The product is [NH2:29][CH2:28][CH2:27][CH2:26][O:25][CH2:24][CH2:23][CH2:22][CH2:21][CH2:20][O:19][C:18]1[CH:37]=[CH:38][C:15]([C:13]([NH:12][C@H:8]2[C:7]([CH3:40])([CH3:39])[C@H:6]([O:5][C:4]3[CH:41]=[CH:42][C:43]([C:44]#[N:45])=[C:2]([Cl:1])[CH:3]=3)[C:9]2([CH3:11])[CH3:10])=[O:14])=[CH:16][CH:17]=1. The yield is 0.990. (6) The reactants are [NH2:1][C@@H:2]1[C:11]2[C:6](=[CH:7][CH:8]=[CH:9][CH:10]=2)[C@H:5]([OH:12])[CH2:4][CH2:3]1.[H-].[Na+].F[C:16]1[CH:17]=[CH:18][C:19]2[N:20]([C:22]([N:25]3[CH2:29][CH2:28][C@H:27]([O:30][Si:31]([CH:38]([CH3:40])[CH3:39])([CH:35]([CH3:37])[CH3:36])[CH:32]([CH3:34])[CH3:33])[CH2:26]3)=[N:23][N:24]=2)[CH:21]=1.N. The catalyst is CN(C=O)C.CO.C(Cl)Cl. The product is [CH:38]([Si:31]([CH:32]([CH3:34])[CH3:33])([CH:35]([CH3:37])[CH3:36])[O:30][C@H:27]1[CH2:28][CH2:29][N:25]([C:22]2[N:20]3[CH:21]=[C:16]([O:12][C@H:5]4[C:6]5[C:11](=[CH:10][CH:9]=[CH:8][CH:7]=5)[C@@H:2]([NH2:1])[CH2:3][CH2:4]4)[CH:17]=[CH:18][C:19]3=[N:24][N:23]=2)[CH2:26]1)([CH3:40])[CH3:39]. The yield is 0.230.